From a dataset of Full USPTO retrosynthesis dataset with 1.9M reactions from patents (1976-2016). Predict the reactants needed to synthesize the given product. (1) Given the product [CH2:35]([O:34][P:33]([C:2]1[C:15]2=[C:16]3[C:17]4[C:12]([CH:13]=[CH:14]2)=[C:11]([P:33]([O:40][CH2:41][CH3:42])(=[O:37])[O:34][CH2:35][CH3:36])[CH:10]=[C:9]([P:33]([O:34][CH2:35][CH3:36])(=[O:37])[O:40][CH2:41][CH3:42])[C:8]=4[CH:7]=[CH:6][C:5]3=[C:4]([P:33]([O:40][CH2:30][CH3:32])(=[O:37])[O:34][CH2:35][CH3:36])[CH:3]=1)(=[O:37])[O:40][CH2:41][CH3:42])[CH3:36], predict the reactants needed to synthesize it. The reactants are: Br[C:2]1[C:15]2[C:16]3=[C:17]4[C:12](=[CH:13][CH:14]=2)[C:11](Br)=[CH:10][C:9](Br)=[C:8]4[CH:7]=[CH:6][C:5]3=[C:4](Br)[CH:3]=1.C(C1C=CC=C([CH:30]([CH3:32])C)C=1)(C)C.[P:33]([O:40][CH2:41][CH3:42])([O:37]CC)[O:34][CH2:35][CH3:36]. (2) The reactants are: Br[C:2]1[CH:7]=[CH:6][C:5]([CH3:8])=[CH:4][C:3]=1[N+:9]([O-:11])=[O:10].[C:12]([OH:21])(=[O:20])[C:13]1[C:14](=[CH:16][CH:17]=[CH:18][CH:19]=1)[SH:15].C([O-])([O-])=O.[K+].[K+]. Given the product [CH3:8][C:5]1[CH:6]=[CH:7][C:2]([S:15][C:14]2[CH:16]=[CH:17][CH:18]=[CH:19][C:13]=2[C:12]([OH:21])=[O:20])=[C:3]([N+:9]([O-:11])=[O:10])[CH:4]=1, predict the reactants needed to synthesize it. (3) Given the product [Cl:45][C:32]1[CH:31]=[C:30]([CH:35]=[CH:34][C:33]=1[O:36][CH2:37][C:38]1[CH:43]=[CH:42][CH:41]=[C:40]([F:44])[CH:39]=1)[NH:29][C:24]1[C:23]([C:22]#[C:21][C:17]2[N:16]=[C:15]([NH:14][C:2](=[O:9])[CH2:3][CH2:4][C:5]([O:7][CH3:8])=[O:6])[CH:20]=[CH:19][CH:18]=2)=[CH:28][N:27]=[CH:26][N:25]=1, predict the reactants needed to synthesize it. The reactants are: Cl[C:2](=[O:9])[CH2:3][CH2:4][C:5]([O:7][CH3:8])=[O:6].ClC(F)(F)C([NH:14][C:15]1[CH:20]=[CH:19][CH:18]=[C:17]([C:21]#[C:22][C:23]2[C:24]([NH:29][C:30]3[CH:35]=[CH:34][C:33]([O:36][CH2:37][C:38]4[CH:43]=[CH:42][CH:41]=[C:40]([F:44])[CH:39]=4)=[C:32]([Cl:45])[CH:31]=3)=[N:25][CH:26]=[N:27][CH:28]=2)[N:16]=1)=O.CCN(C(C)C)C(C)C.C([O-])(O)=O.[Na+]. (4) Given the product [CH2:1]([O:8][C:9]([N:11]1[CH2:15][CH2:14][CH:13]([CH2:16][C:28]#[N:29])[CH2:12]1)=[O:10])[C:2]1[CH:3]=[CH:4][CH:5]=[CH:6][CH:7]=1, predict the reactants needed to synthesize it. The reactants are: [CH2:1]([O:8][C:9]([N:11]1[CH2:15][CH2:14][CH:13]([CH2:16]OS(C2C=CC(C)=CC=2)(=O)=O)[CH2:12]1)=[O:10])[C:2]1[CH:7]=[CH:6][CH:5]=[CH:4][CH:3]=1.[C-:28]#[N:29].[Na+].C(=O)(O)[O-].[Na+].